Dataset: Forward reaction prediction with 1.9M reactions from USPTO patents (1976-2016). Task: Predict the product of the given reaction. (1) Given the reactants [NH2:1][C:2]1[CH:30]=[CH:29][C:5]([O:6][C:7]2[CH:12]=[CH:11][N:10]=[C:9]([NH:13][C:14](=[O:28])[N:15]([CH:17]3[CH2:22][CH2:21][N:20]([CH2:23][CH2:24][N:25]([CH3:27])[CH3:26])[CH2:19][CH2:18]3)[CH3:16])[CH:8]=2)=[C:4]([F:31])[CH:3]=1.[C:32]1([CH2:38][C:39]([N:41]=[C:42]=[O:43])=[O:40])[CH:37]=[CH:36][CH:35]=[CH:34][CH:33]=1.C(OCC)C, predict the reaction product. The product is: [CH3:26][N:25]([CH3:27])[CH2:24][CH2:23][N:20]1[CH2:21][CH2:22][CH:17]([N:15]([CH3:16])[C:14]([NH:13][C:9]2[CH:8]=[C:7]([O:6][C:5]3[CH:29]=[CH:30][C:2]([NH:1][C:42]([NH:41][C:39](=[O:40])[CH2:38][C:32]4[CH:33]=[CH:34][CH:35]=[CH:36][CH:37]=4)=[O:43])=[CH:3][C:4]=3[F:31])[CH:12]=[CH:11][N:10]=2)=[O:28])[CH2:18][CH2:19]1. (2) Given the reactants [C:1](/[CH:3]=[C:4]1/[N:5]([CH3:24])/[C:6](=[N:22]/[CH3:23])/[S:7][CH:8]/1[CH:9]1[CH2:14][CH2:13][N:12]([C:15]([O:17][C:18]([CH3:21])([CH3:20])[CH3:19])=[O:16])[CH2:11][CH2:10]1)#[N:2].C(=O)([O-])[O-:26].[K+].[K+].OO, predict the reaction product. The product is: [C:1]([CH2:3][C:4]1[N:5]([CH3:24])/[C:6](=[N:22]/[CH3:23])/[S:7][C:8]=1[CH:9]1[CH2:10][CH2:11][N:12]([C:15]([O:17][C:18]([CH3:21])([CH3:19])[CH3:20])=[O:16])[CH2:13][CH2:14]1)(=[O:26])[NH2:2]. (3) Given the reactants [CH3:1][C:2]([CH3:16])([CH3:15])[CH2:3][C@@H:4]1[NH:9][C:8](=[O:10])[C@H:7]([CH2:11][CH:12]([CH3:14])[CH3:13])[NH:6][CH2:5]1.[C:17]1([C@@H:23]2[CH2:25][C@H:24]2[C:26](O)=[O:27])[CH:22]=[CH:21][CH:20]=[CH:19][CH:18]=1.C([C@@H]1N(C([C@@H]2C[C@H]2C2C=CC=CC=2)=O)C[C@H](CC(C)C)NC1=O)C(C)C, predict the reaction product. The product is: [CH2:11]([C@@H:7]1[N:6]([C:26]([C@@H:24]2[CH2:25][C@H:23]2[C:17]2[CH:22]=[CH:21][CH:20]=[CH:19][CH:18]=2)=[O:27])[CH2:5][C@H:4]([CH2:3][C:2]([CH3:15])([CH3:16])[CH3:1])[NH:9][C:8]1=[O:10])[CH:12]([CH3:13])[CH3:14]. (4) Given the reactants [C:1]([C:4]1[CH:9]=[CH:8][C:7](B(O)O)=[CH:6][CH:5]=1)(=[O:3])[CH3:2].I[C:14]1[CH:19]=[CH:18][C:17](/[C:20](/[CH3:24])=[CH:21]/[CH2:22][OH:23])=[CH:16][CH:15]=1, predict the reaction product. The product is: [OH:23][CH2:22]/[CH:21]=[C:20](/[C:17]1[CH:18]=[CH:19][C:14]([C:7]2[CH:8]=[CH:9][C:4]([C:1](=[O:3])[CH3:2])=[CH:5][CH:6]=2)=[CH:15][CH:16]=1)\[CH3:24]. (5) Given the reactants [H-].[Na+].[N:3]1([CH2:9][CH2:10][OH:11])[CH2:8][CH2:7][CH2:6][CH2:5][CH2:4]1.Cl[C:13]1[C:14]2[C:21]([C:22]3[CH:27]=[CH:26][CH:25]=[CH:24][CH:23]=3)=[CH:20][S:19][C:15]=2[N:16]=[CH:17][N:18]=1, predict the reaction product. The product is: [C:22]1([C:21]2[C:14]3[C:13]([O:11][CH2:10][CH2:9][N:3]4[CH2:8][CH2:7][CH2:6][CH2:5][CH2:4]4)=[N:18][CH:17]=[N:16][C:15]=3[S:19][CH:20]=2)[CH:23]=[CH:24][CH:25]=[CH:26][CH:27]=1. (6) Given the reactants CO[C:3]([C:5]1[N:6]=[C:7]([C:10]2[CH:15]=[CH:14][C:13]([CH2:16][NH:17][C:18]([O:20]C(C)(C)C)=O)=[C:12]([I:25])[CH:11]=2)[O:8][CH:9]=1)=[O:4].FOC(=O)C(F)(F)C1C=CC=CC=1.[F:39][C:40]([F:49])([C:44]1[S:45][CH:46]=[CH:47][CH:48]=1)C(O)=O.N1CCCCC1.[F:56][C:57]1([F:63])[CH2:62][CH2:61][CH2:60][NH:59][CH2:58]1, predict the reaction product. The product is: [F:56][C:57]1([F:63])[CH2:62][CH2:61][CH2:60][N:59]([C:3]([C:5]2[N:6]=[C:7]([C:10]3[CH:15]=[CH:14][C:13]([CH2:16][NH:17][C:18](=[O:20])[C:40]([F:39])([F:49])[C:44]4[S:45][CH:46]=[CH:47][CH:48]=4)=[C:12]([I:25])[CH:11]=3)[O:8][CH:9]=2)=[O:4])[CH2:58]1. (7) Given the reactants ClC1N=NC=C(C(N2CCCC(C3C=CC(C(F)(F)F)=CC=3OC)C2)=O)C=1.[Cl:28][C:29]1[N:34]=[N:33][CH:32]=[C:31]([C:35]([OH:37])=O)[CH:30]=1.Cl.[Cl:39][C:40]1[CH:45]=[CH:44][C:43]([CH:46]2[CH2:51][CH2:50][CH2:49][NH:48][CH2:47]2)=[C:42]([O:52][CH2:53][CH3:54])[CH:41]=1, predict the reaction product. The product is: [Cl:28][C:29]1[N:34]=[N:33][CH:32]=[C:31]([C:35]([N:48]2[CH2:49][CH2:50][CH2:51][CH:46]([C:43]3[CH:44]=[CH:45][C:40]([Cl:39])=[CH:41][C:42]=3[O:52][CH2:53][CH3:54])[CH2:47]2)=[O:37])[CH:30]=1. (8) Given the reactants [C:1]([O:5][C@@H:6]([C:12]1[C:28]([CH3:29])=[CH:27][C:15]2[N:16]=[C:17]([C:19]3[C:24]([CH3:25])=[CH:23][N:22]=[C:21](Cl)[CH:20]=3)[S:18][C:14]=2[C:13]=1[C:30]1[CH:35]=[CH:34][C:33]([Cl:36])=[CH:32][CH:31]=1)[C:7]([O:9][CH2:10][CH3:11])=[O:8])([CH3:4])([CH3:3])[CH3:2].[CH3:37][N:38]1[C:46]2[C:41](=[CH:42][C:43](B(O)O)=[CH:44][CH:45]=2)[CH:40]=[N:39]1.C([O-])([O-])=O.[K+].[K+], predict the reaction product. The product is: [C:1]([O:5][C@@H:6]([C:12]1[C:28]([CH3:29])=[CH:27][C:15]2[N:16]=[C:17]([C:19]3[C:24]([CH3:25])=[CH:23][N:22]=[C:21]([C:43]4[CH:42]=[C:41]5[C:46](=[CH:45][CH:44]=4)[N:38]([CH3:37])[N:39]=[CH:40]5)[CH:20]=3)[S:18][C:14]=2[C:13]=1[C:30]1[CH:35]=[CH:34][C:33]([Cl:36])=[CH:32][CH:31]=1)[C:7]([O:9][CH2:10][CH3:11])=[O:8])([CH3:3])([CH3:4])[CH3:2].